The task is: Predict which catalyst facilitates the given reaction.. This data is from Catalyst prediction with 721,799 reactions and 888 catalyst types from USPTO. (1) Product: [CH2:17]([O:24][C:25]([N:4]1[C@H:5]2[C@H:10]([CH2:9][CH2:8][CH2:7][CH2:6]2)[NH:1][C:2](=[O:11])[CH2:3]1)=[O:26])[C:18]1[CH:23]=[CH:22][CH:21]=[CH:20][CH:19]=1. The catalyst class is: 6. Reactant: [NH:1]1[C@@H:10]2[C@@H:5]([CH2:6][CH2:7][CH2:8][CH2:9]2)[NH:4][CH2:3][C:2]1=[O:11].C([O-])(O)=O.[Na+].[CH2:17]([O:24][C:25](Cl)=[O:26])[C:18]1[CH:23]=[CH:22][CH:21]=[CH:20][CH:19]=1. (2) Reactant: C(OC([N:8]1[CH2:12][C@H:11]([CH2:13][NH:14][C:15]2[CH:20]=[CH:19][C:18]([Cl:21])=[CH:17][CH:16]=2)[C@@H:10]([CH2:22][C:23]2[CH:28]=[CH:27][CH:26]=[CH:25][CH:24]=2)[CH2:9]1)=O)(C)(C)C.Br[CH2:30][C:31]1[CH:40]=[CH:39][CH:38]=[C:37]2[C:32]=1[CH:33]=[CH:34][CH:35]=[C:36]2[C:41]#[N:42].CC#N.O.CC#N. Product: [CH2:22]([C@H:10]1[CH2:9][NH:8][CH2:12][C@@H:11]1[CH2:13][N:14]([CH2:30][C:31]1[CH:40]=[CH:39][CH:38]=[C:37]2[C:32]=1[CH:33]=[CH:34][CH:35]=[C:36]2[C:41]#[N:42])[C:15]1[CH:20]=[CH:19][C:18]([Cl:21])=[CH:17][CH:16]=1)[C:23]1[CH:24]=[CH:25][CH:26]=[CH:27][CH:28]=1. The catalyst class is: 6.